From a dataset of Full USPTO retrosynthesis dataset with 1.9M reactions from patents (1976-2016). Predict the reactants needed to synthesize the given product. (1) Given the product [CH:17]([N:14]1[CH2:15][CH2:16][N:11]([CH2:10][C:7]2[CH:8]=[CH:9][C:2]([O:28][C:25]3[CH:26]=[CH:27][C:22]([S:21][CH3:20])=[CH:23][CH:24]=3)=[C:3]([CH:6]=2)[CH:4]=[O:5])[CH2:12][CH2:13]1)([CH3:19])[CH3:18], predict the reactants needed to synthesize it. The reactants are: F[C:2]1[CH:9]=[CH:8][C:7]([CH2:10][N:11]2[CH2:16][CH2:15][N:14]([CH:17]([CH3:19])[CH3:18])[CH2:13][CH2:12]2)=[CH:6][C:3]=1[CH:4]=[O:5].[CH3:20][S:21][C:22]1[CH:27]=[CH:26][C:25]([OH:28])=[CH:24][CH:23]=1.C([O-])([O-])=O.[K+].[K+]. (2) Given the product [NH2:15][C@@H:19]([CH2:20][C@@H:21]([O:23][C:24]1[CH:25]=[CH:26][C:27]([Cl:30])=[CH:28][CH:29]=1)[CH3:22])[CH2:18][OH:17], predict the reactants needed to synthesize it. The reactants are: FC(F)(F)C(O)=O.C(OC([N:15]1[C@@H:19]([CH2:20][C@@H:21]([O:23][C:24]2[CH:29]=[CH:28][C:27]([Cl:30])=[CH:26][CH:25]=2)[CH3:22])[CH2:18][O:17]C1(C)C)=O)(C)(C)C.